From a dataset of Catalyst prediction with 721,799 reactions and 888 catalyst types from USPTO. Predict which catalyst facilitates the given reaction. (1) Reactant: C(O[C:6](=O)[NH:7][CH2:8][C:9]1[C:18]2[C:13](=[CH:14][C:15]([C:19](=O)[N:20]([CH3:22])[CH3:21])=[CH:16][CH:17]=2)[CH:12]=[CH:11][CH:10]=1)(C)(C)C.[H-].[H-].[H-].[H-].[Li+].[Al+3]. Product: [CH3:22][N:20]([CH2:19][C:15]1[CH:14]=[C:13]2[C:18](=[CH:17][CH:16]=1)[C:9]([CH2:8][NH:7][CH3:6])=[CH:10][CH:11]=[CH:12]2)[CH3:21]. The catalyst class is: 1. (2) Reactant: [CH3:1][C:2]1[C@@H:19]([O:20]C([C@H](O)[C@@H](NC(C2C=CC=CC=2)=O)C2C=CC=CC=2)=O)[CH2:18][C@:14]2([OH:41])[C:15]([CH3:17])([CH3:16])[C:3]=1[C@@H:4]([O:58][C:59]([CH3:61])=[O:60])[C:5]([C@@:7]1([CH3:57])[C@H:12]([C@@H:13]2[O:42][C:43]([C:45]2[CH:46]=[CH:47][CH:48]=[CH:49][CH:50]=2)=[O:44])[C@:11]2([O:53][C:54]([CH3:56])=[O:55])[CH2:51][O:52][C@@H:10]2[CH2:9][CH2:8]1)=[O:6]. Product: [CH3:1][C:2]1[C@@H:19]([OH:20])[CH2:18][C@:14]2([OH:41])[C:15]([CH3:16])([CH3:17])[C:3]=1[C@@H:4]([O:58][C:59]([CH3:61])=[O:60])[C:5]([C@@:7]1([CH3:57])[C@H:12]([C@@H:13]2[O:42][C:43]([C:45]2[CH:46]=[CH:47][CH:48]=[CH:49][CH:50]=2)=[O:44])[C@:11]2([O:53][C:54]([CH3:56])=[O:55])[CH2:51][O:52][C@@H:10]2[CH2:9][CH2:8]1)=[O:6]. The catalyst class is: 61. (3) Reactant: C(O[BH-](OC(=O)C)OC(=O)C)(=O)C.[Na+].[C:15]([O:19][C:20]([N:22]1[CH2:27][CH2:26][CH:25]([NH:28][CH2:29][CH:30]([CH3:32])[CH3:31])[CH2:24][CH2:23]1)=[O:21])([CH3:18])([CH3:17])[CH3:16].[N:33]1[C:42]2[C:37](=[CH:38][CH:39]=[CH:40][CH:41]=2)[CH:36]=[C:35]([CH:43]=O)[CH:34]=1.C(O)(=O)C.[OH-].[Na+]. Product: [C:15]([O:19][C:20]([N:22]1[CH2:23][CH2:24][CH:25]([N:28]([CH2:29][CH:30]([CH3:32])[CH3:31])[CH2:43][C:35]2[CH:34]=[N:33][C:42]3[C:37]([CH:36]=2)=[CH:38][CH:39]=[CH:40][CH:41]=3)[CH2:26][CH2:27]1)=[O:21])([CH3:18])([CH3:17])[CH3:16]. The catalyst class is: 26. (4) Reactant: C(OC(=O)[NH:7][CH2:8][CH2:9][CH2:10][NH:11][CH2:12][C:13](=[O:30])[NH:14][C:15]1[CH:28]=[CH:27][C:26]2[NH:25][C:24](=[O:29])[C:23]3[C:18](=[CH:19][CH:20]=[CH:21][CH:22]=3)[C:17]=2[CH:16]=1)(C)(C)C.[ClH:32]. Product: [ClH:32].[NH2:7][CH2:8][CH2:9][CH2:10][NH:11][CH2:12][C:13]([NH:14][C:15]1[CH:28]=[CH:27][C:26]2[NH:25][C:24](=[O:29])[C:23]3[C:18](=[CH:19][CH:20]=[CH:21][CH:22]=3)[C:17]=2[CH:16]=1)=[O:30]. The catalyst class is: 269.